From a dataset of Catalyst prediction with 721,799 reactions and 888 catalyst types from USPTO. Predict which catalyst facilitates the given reaction. Reactant: C(OC([NH:8][CH2:9][CH2:10][C:11]1[NH:12][C:13]([C:21]2[CH:26]=[CH:25][N:24]=[CH:23][CH:22]=2)=[CH:14][C:15]=1[C:16]([O:18][CH2:19][CH3:20])=[O:17])=O)(C)(C)C.[ClH:27]. Product: [Cl-:27].[Cl-:27].[NH3+:8][CH2:9][CH2:10][C:11]1[NH:12][C:13]([C:21]2[CH:26]=[CH:25][NH+:24]=[CH:23][CH:22]=2)=[CH:14][C:15]=1[C:16]([O:18][CH2:19][CH3:20])=[O:17]. The catalyst class is: 12.